Dataset: Forward reaction prediction with 1.9M reactions from USPTO patents (1976-2016). Task: Predict the product of the given reaction. (1) The product is: [Br-:36].[CH3:1][C:2]1([CH3:25])[CH2:3][N:4]([C:6]([C:19]2[CH:24]=[CH:23][CH:22]=[CH:21][CH:20]=2)([CH3:18])[C:7]([O:9][C@@H:10]2[CH:15]3[CH2:16][CH2:17][N+:12]([CH2:35][CH2:34][CH2:33][O:26][C:27]4[CH:32]=[CH:31][CH:30]=[CH:29][CH:28]=4)([CH2:13][CH2:14]3)[CH2:11]2)=[O:8])[CH2:5]1. Given the reactants [CH3:1][C:2]1([CH3:25])[CH2:5][N:4]([C:6]([C:19]2[CH:24]=[CH:23][CH:22]=[CH:21][CH:20]=2)([CH3:18])[C:7]([O:9][C@@H:10]2[CH:15]3[CH2:16][CH2:17][N:12]([CH2:13][CH2:14]3)[CH2:11]2)=[O:8])[CH2:3]1.[O:26]([CH2:33][CH2:34][CH2:35][Br:36])[C:27]1[CH:32]=[CH:31][CH:30]=[CH:29][CH:28]=1.CCOCC, predict the reaction product. (2) Given the reactants [CH2:1]([N:8]1[CH2:12][C@@H:11]([N+:13]([O-])=O)[C@H:10]([C:16]2[CH:21]=[CH:20][C:19]([O:22][CH3:23])=[CH:18][CH:17]=2)[CH2:9]1)[C:2]1[CH:7]=[CH:6][CH:5]=[CH:4][CH:3]=1, predict the reaction product. The product is: [NH3:8].[CH2:1]([N:8]1[CH2:9][C@@H:10]([C:16]2[CH:17]=[CH:18][C:19]([O:22][CH3:23])=[CH:20][CH:21]=2)[C@H:11]([NH2:13])[CH2:12]1)[C:2]1[CH:3]=[CH:4][CH:5]=[CH:6][CH:7]=1.